This data is from Forward reaction prediction with 1.9M reactions from USPTO patents (1976-2016). The task is: Predict the product of the given reaction. (1) Given the reactants [CH2:1]([C:4]1[C:9]2[O:10][CH:11]([CH2:14][O:15][S:16]([C:19]3[CH:24]=[CH:23][C:22]([CH3:25])=[CH:21][CH:20]=3)(=[O:18])=[O:17])[CH2:12][O:13][C:8]=2[CH:7]=[C:6]([Cl:26])[CH:5]=1)[CH:2]=[CH2:3], predict the reaction product. The product is: [Cl:26][C:6]1[CH:5]=[C:4]([CH:1]=[CH:2][CH3:3])[C:9]2[O:10][C@@H:11]([CH2:14][O:15][S:16]([C:19]3[CH:20]=[CH:21][C:22]([CH3:25])=[CH:23][CH:24]=3)(=[O:18])=[O:17])[CH2:12][O:13][C:8]=2[CH:7]=1. (2) The product is: [C:21]([O:25][C:26](=[O:49])[NH:27][CH2:28][CH2:29][CH2:30][O:31][C:32]1[CH:37]=[CH:36][C:35]([C:2]2[CH:7]=[CH:6][N:5]3[N:8]=[CH:9][C:10]([C:11]4[CH:16]=[CH:15][C:14]([O:17][CH3:18])=[C:13]([O:19][CH3:20])[CH:12]=4)=[C:4]3[N:3]=2)=[CH:34][C:33]=1[O:47][CH3:48])([CH3:23])([CH3:24])[CH3:22]. Given the reactants Cl[C:2]1[CH:7]=[CH:6][N:5]2[N:8]=[CH:9][C:10]([C:11]3[CH:16]=[CH:15][C:14]([O:17][CH3:18])=[C:13]([O:19][CH3:20])[CH:12]=3)=[C:4]2[N:3]=1.[C:21]([O:25][C:26](=[O:49])[NH:27][CH2:28][CH2:29][CH2:30][O:31][C:32]1[CH:37]=[CH:36][C:35](B2OC(C)(C)C(C)(C)O2)=[CH:34][C:33]=1[O:47][CH3:48])([CH3:24])([CH3:23])[CH3:22].C(=O)([O-])[O-].[K+].[K+], predict the reaction product.